This data is from Drug-target binding data from BindingDB using IC50 measurements. The task is: Regression. Given a target protein amino acid sequence and a drug SMILES string, predict the binding affinity score between them. We predict pIC50 (pIC50 = -log10(IC50 in M); higher means more potent). Dataset: bindingdb_ic50. The small molecule is Nc1cc(Cl)ccc1Oc1ccccc1. The target protein sequence is MVGFKLLTLGAFVAGELTLVGPAGTMAFTVPNATGAKPLVTSVSVRPSWSSARQNAFSSSSSRSQSSVRPHSAFVTNRLETAGETGTQHRAADSAAGVGAAQSAFPIDLRGQTAFVAGVADSHGYGWAIAKHLASAGARVALGTWPPVLGLFQKSLQSGRLDEDRKLPDGSLIEFAGVYPLDAAFDKPEDVPQDIKDNKRYAGVDGYTIKEVAVKVKQDLGNIDILVHSLANGPEVTKPLLETSRKGYLAASSNSAYSFVSLLQHFGPIMNEGGSAVTLSYLAAERVVPGYGGGMSSAKAALESDTRTLAWEAGQKYGVRVNAISAGPLKSRAASAIGKSGEKSFIDYAIDYSYNNAPLRRDLHSDDVGGAALFLLSPLARAVSGVTLYVDNGLHAMGQAVDSRSMPPLQRATQEIN. The pIC50 is 4.7.